This data is from Full USPTO retrosynthesis dataset with 1.9M reactions from patents (1976-2016). The task is: Predict the reactants needed to synthesize the given product. (1) Given the product [F:14][C:15]1[CH:20]=[CH:19][C:18]([C:21]2[CH:22]=[CH:23][CH:24]=[CH:25][CH:26]=2)=[CH:17][C:16]=1[C:27]([NH:29][C:30]1[CH:31]=[C:32]([CH:36]=[CH:5][C:3]([OH:2])=[O:4])[CH:33]=[CH:34][CH:35]=1)=[NH:28], predict the reactants needed to synthesize it. The reactants are: C[O:2][C:3]([CH2:5]P(OC)(OC)=O)=[O:4].[H-].[Na+].[F:14][C:15]1[CH:20]=[CH:19][C:18]([C:21]2[CH:26]=[CH:25][CH:24]=[CH:23][CH:22]=2)=[CH:17][C:16]=1[C:27]([NH:29][C:30]1[CH:35]=[CH:34][CH:33]=[C:32]([CH:36]=O)[CH:31]=1)=[NH:28].C([O-])(O)=O.[Na+]. (2) Given the product [CH2:1]([O:3][C:4]([C:6]1[C:11]([CH3:12])=[N:10][C:9]([NH:13][CH2:14]/[CH:15]=[CH:16]/[C:32]2[CH:31]=[C:30]([OH:36])[CH:29]=[C:28]([Br:27])[C:33]=2[CH3:34])=[N:8][C:7]=1[CH3:26])=[O:5])[CH3:2], predict the reactants needed to synthesize it. The reactants are: [CH2:1]([O:3][C:4]([C:6]1[C:7]([CH3:26])=[N:8][C:9]([NH:13][CH2:14]/[CH:15]=[CH:16]/B2OC(C)(C)C(C)(C)O2)=[N:10][C:11]=1[CH3:12])=[O:5])[CH3:2].[Br:27][C:28]1[CH:29]=[C:30]([OH:36])[CH:31]=[C:32](Br)[C:33]=1[CH3:34].[F-].[Cs+]. (3) Given the product [F:1][C:2]1[CH:3]=[CH:4][C:5]([N+:18]([O-:20])=[O:19])=[C:6]([CH:17]=1)[O:7][C@@H:8]1[CH2:12][O:11][C@@H:10]2[C@:13]([CH3:21])([OH:16])[CH2:14][O:15][C@H:9]12, predict the reactants needed to synthesize it. The reactants are: [F:1][C:2]1[CH:3]=[CH:4][C:5]([N+:18]([O-:20])=[O:19])=[C:6]([CH:17]=1)[O:7][C@@H:8]1[CH2:12][O:11][C@@H:10]2[C:13](=[O:16])[CH2:14][O:15][C@H:9]12.[CH3:21][Li].[NH4+].[Cl-]. (4) Given the product [NH2:23][C:7]1[C:6]2[C:11](=[CH:12][CH:13]=[C:4]([N+:1]([O-:3])=[O:2])[CH:5]=2)[N:10]=[C:9]([C:14]([O:16][CH3:17])=[O:15])[CH:8]=1, predict the reactants needed to synthesize it. The reactants are: [N+:1]([C:4]1[CH:5]=[C:6]2[C:11](=[CH:12][CH:13]=1)[NH:10][C:9]([C:14]([O:16][CH3:17])=[O:15])=[CH:8][C:7]2=O)([O-:3])=[O:2].ClS([N:23]=C=O)(=O)=O.CO.